From a dataset of Forward reaction prediction with 1.9M reactions from USPTO patents (1976-2016). Predict the product of the given reaction. (1) Given the reactants [Br:1][C:2]1[CH:7]=[CH:6][C:5]([C@@H:8]2[CH2:10][C@H:9]2[CH:11]=O)=[CH:4][CH:3]=1.C(O)(=O)C(C(C(O)=O)O)O.[CH3:23][C@@H:24]1[CH2:28][CH2:27][CH2:26][NH:25]1.C([BH3-])#N.[Na+], predict the reaction product. The product is: [Br:1][C:2]1[CH:7]=[CH:6][C:5]([C@@H:8]2[CH2:10][C@H:9]2[CH2:11][N:25]2[CH2:26][CH2:27][CH2:28][C@H:24]2[CH3:23])=[CH:4][CH:3]=1. (2) The product is: [NH2:1][C:4]1[CH:5]=[C:6]2[C:11](=[CH:12][CH:13]=1)[N:10]([CH2:14][CH2:15][CH2:16][N:17]1[CH2:18][CH2:19][CH2:20][CH2:21][CH2:22]1)[C:9](=[O:23])[CH2:8][CH2:7]2. Given the reactants [N+:1]([C:4]1[CH:5]=[C:6]2[C:11](=[CH:12][CH:13]=1)[N:10]([CH2:14][CH2:15][CH2:16][N:17]1[CH2:22][CH2:21][CH2:20][CH2:19][CH2:18]1)[C:9](=[O:23])[CH2:8][CH2:7]2)([O-])=O.O.NN, predict the reaction product. (3) The product is: [CH3:1][S:2]([O:5][CH2:6][CH2:28][CH2:26][CH2:29][O:5][S:2]([CH3:1])(=[O:4])=[O:3])(=[O:4])=[O:3].[C:26]([NH:30][CH2:6][C@@H:7]1[O:11][C:10](=[O:12])[N:9]([C:13]2[CH:18]=[CH:17][C:16]([N:19]3[CH2:24][CH2:23][O:22][CH2:21][C:20]3=[O:25])=[CH:15][CH:14]=2)[CH2:8]1)([CH3:29])([CH3:28])[CH3:27]. Given the reactants [CH3:1][S:2]([O:5][CH2:6][C@@H:7]1[O:11][C:10](=[O:12])[N:9]([C:13]2[CH:18]=[CH:17][C:16]([N:19]3[CH2:24][CH2:23][O:22][CH2:21][C:20]3=[O:25])=[CH:15][CH:14]=2)[CH2:8]1)(=[O:4])=[O:3].[C:26]([NH2:30])([CH3:29])([CH3:28])[CH3:27], predict the reaction product. (4) Given the reactants CCN=C=NCCCN(C)C.[F:12][C:13]1[CH:14]=[C:15]([N:42]2[CH:47]=[CH:46][CH:45]=[C:44]([C:48](O)=[O:49])[C:43]2=[O:51])[CH:16]=[CH:17][C:18]=1[O:19][C:20]1[C:29]2[C:24](=[CH:25][C:26]([O:32][CH2:33][CH2:34][CH2:35][N:36]3[CH2:41][CH2:40][O:39][CH2:38][CH2:37]3)=[C:27]([O:30][CH3:31])[CH:28]=2)[N:23]=[CH:22][CH:21]=1.C1C=CC2N(O)N=NC=2C=1.[F:62][C:63]1[CH:69]=[CH:68][C:66]([NH2:67])=[CH:65][CH:64]=1.CCN(CC)CC, predict the reaction product. The product is: [F:12][C:13]1[CH:14]=[C:15]([N:42]2[CH:47]=[CH:46][CH:45]=[C:44]([C:48]([NH:67][C:66]3[CH:68]=[CH:69][C:63]([F:62])=[CH:64][CH:65]=3)=[O:49])[C:43]2=[O:51])[CH:16]=[CH:17][C:18]=1[O:19][C:20]1[C:29]2[C:24](=[CH:25][C:26]([O:32][CH2:33][CH2:34][CH2:35][N:36]3[CH2:41][CH2:40][O:39][CH2:38][CH2:37]3)=[C:27]([O:30][CH3:31])[CH:28]=2)[N:23]=[CH:22][CH:21]=1.